From a dataset of Reaction yield outcomes from USPTO patents with 853,638 reactions. Predict the reaction yield, written as a fraction of the theoretical maximum amount of product (1.0 means a 100% yield; for example, 0.34 means a 34% yield). (1) The reactants are Br[C:2]1[CH:7]=[CH:6][C:5]([CH:8]([O:11][CH3:12])[O:9][CH3:10])=[CH:4][N:3]=1.C([Mg]Cl)(C)C.CN(C)[CH:20]=[O:21].O. The catalyst is O1CCCC1. The product is [CH3:10][O:9][CH:8]([O:11][CH3:12])[C:5]1[CH:6]=[CH:7][C:2]([CH:20]=[O:21])=[N:3][CH:4]=1. The yield is 0.440. (2) The reactants are CC(C)([O-])C.[Na+].[CH:7]([C:10]1[CH:15]=[CH:14][C:13]([SH:16])=[CH:12][CH:11]=1)([CH3:9])[CH3:8].[CH3:17][O:18][C:19](=[O:35])[C:20]1[CH:25]=[C:24]([S:26](=[O:32])(=[O:31])[NH:27][CH2:28][CH2:29]Br)[CH:23]=[C:22]([CH3:33])[C:21]=1[CH3:34]. The catalyst is O1CCCC1.C(OCC)(=O)C. The product is [CH3:17][O:18][C:19](=[O:35])[C:20]1[CH:25]=[C:24]([S:26](=[O:31])(=[O:32])[NH:27][CH2:28][CH2:29][S:16][C:13]2[CH:14]=[CH:15][C:10]([CH:7]([CH3:9])[CH3:8])=[CH:11][CH:12]=2)[CH:23]=[C:22]([CH3:33])[C:21]=1[CH3:34]. The yield is 0.350.